From a dataset of Full USPTO retrosynthesis dataset with 1.9M reactions from patents (1976-2016). Predict the reactants needed to synthesize the given product. (1) Given the product [CH2:1]1[C:6]2[NH:7][C:8]3[C:13]([C:5]=2[CH2:4][CH2:3][N:2]1[CH2:15][CH2:16][CH2:17][N:18]1[CH2:23][CH2:22][N:21]([C:24]([O:26][C:27]([CH3:28])([CH3:30])[CH3:29])=[O:25])[CH2:20][CH2:19]1)=[CH:12][CH:11]=[CH:10][CH:9]=3, predict the reactants needed to synthesize it. The reactants are: [CH2:1]1[C:6]2[NH:7][C:8]3[C:13]([C:5]=2[CH2:4][CH2:3][NH:2]1)=[CH:12][CH:11]=[CH:10][CH:9]=3.Cl[CH2:15][CH2:16][CH2:17][N:18]1[CH2:23][CH2:22][N:21]([C:24]([O:26][C:27]([CH3:30])([CH3:29])[CH3:28])=[O:25])[CH2:20][CH2:19]1.C([O-])([O-])=O.[K+].[K+]. (2) The reactants are: [Cl:1][C:2]1[C:3]([C:8]2[CH:9]=[N:10][C:11]([CH3:14])=[CH:12][CH:13]=2)=[N:4][CH:5]=[CH:6][CH:7]=1.[Mn]([O-])(=O)(=O)=[O:16].[K+].[OH2:21]. Given the product [Cl:1][C:2]1[C:3]([C:8]2[CH:9]=[N:10][C:11]([C:14]([OH:16])=[O:21])=[CH:12][CH:13]=2)=[N:4][CH:5]=[CH:6][CH:7]=1, predict the reactants needed to synthesize it. (3) Given the product [F:1][C:2]1[C:16]([CH2:17][NH:18][C:24](=[O:25])[O:23][C:20]([CH3:22])([CH3:21])[CH3:19])=[CH:15][C:5]2[N:6]([CH:9]3[CH2:14][CH2:13][CH2:12][CH2:11][O:10]3)[CH:7]=[N:8][C:4]=2[CH:3]=1, predict the reactants needed to synthesize it. The reactants are: [F:1][C:2]1[C:16]([CH2:17][NH2:18])=[CH:15][C:5]2[N:6]([CH:9]3[CH2:14][CH2:13][CH2:12][CH2:11][O:10]3)[CH:7]=[N:8][C:4]=2[CH:3]=1.[CH3:19][C:20]([O:23][C:24](O[C:24]([O:23][C:20]([CH3:22])([CH3:21])[CH3:19])=[O:25])=[O:25])([CH3:22])[CH3:21]. (4) Given the product [CH3:1][O:2][C:3]1[CH:12]=[CH:11][C:10]2[C:5](=[C:6]([CH:21]=[CH2:22])[CH:7]=[CH:8][N:9]=2)[N:4]=1, predict the reactants needed to synthesize it. The reactants are: [CH3:1][O:2][C:3]1[N:4]=[C:5]2[C:10](=[CH:11][CH:12]=1)[N:9]=[CH:8][CH:7]=[C:6]2OS(C(F)(F)F)(=O)=O.[CH2:21]([Sn](CCCC)(CCCC)C=C)[CH2:22]CC. (5) Given the product [CH3:21][N:22]([CH3:23])[C:11]1[CH:12]=[CH:13][CH:14]=[C:15]2[C:20]=1[CH:19]=[C:18]1[C:26](=[O:27])[CH2:25][CH2:24][C:17]1=[CH:16]2, predict the reactants needed to synthesize it. The reactants are: [Li+].C[Si]([N-][Si](C)(C)C)(C)C.[CH:11]1[C:20]2[C:15](=[CH:16][CH:17]=[CH:18][CH:19]=2)[CH:14]=[CH:13][CH:12]=1.[CH3:21][NH:22][CH3:23].[CH2:24]1C[O:27][CH2:26][CH2:25]1.